This data is from Reaction yield outcomes from USPTO patents with 853,638 reactions. The task is: Predict the reaction yield, written as a fraction of the theoretical maximum amount of product (1.0 means a 100% yield; for example, 0.34 means a 34% yield). (1) The reactants are [F:1][C:2]([F:21])([F:20])[C:3]1[C:11]([C:12]#[N:13])=[CH:10][CH:9]=[C:8]2[C:4]=1[CH:5]=[C:6]([CH2:14][CH2:15][C:16]([F:19])([F:18])[F:17])[NH:7]2.C([O-])([O-])=O.[Cs+].[Cs+].[Br:28][C:29]1[CH:30]=[N:31][CH:32]=[C:33]([C:35]2[O:39][N:38]=[C:37]([CH2:40]Cl)[N:36]=2)[CH:34]=1. The catalyst is C(#N)C. The product is [Br:28][C:29]1[CH:34]=[C:33]([C:35]2[O:39][N:38]=[C:37]([CH2:40][N:7]3[C:8]4[C:4](=[C:3]([C:2]([F:1])([F:20])[F:21])[C:11]([C:12]#[N:13])=[CH:10][CH:9]=4)[CH:5]=[C:6]3[CH2:14][CH2:15][C:16]([F:19])([F:18])[F:17])[N:36]=2)[CH:32]=[N:31][CH:30]=1. The yield is 0.230. (2) The reactants are Br[C:2]1[CH:7]=[CH:6][C:5]([O:8][CH2:9][CH:10]2[CH2:14][CH2:13][CH2:12][N:11]2[C:15]([O:17][C:18]([CH3:21])([CH3:20])[CH3:19])=[O:16])=[C:4]([F:22])[CH:3]=1.CCN(CC)CC.C1(P(C2C=CC=CC=2)CCCP(C2C=CC=CC=2)C2C=CC=CC=2)C=CC=CC=1. The catalyst is CS(C)=O.CO.CC([O-])=O.CC([O-])=O.[Pd+2]. The product is [C:18]([O:17][C:15]([N:11]1[CH2:12][CH2:13][CH2:14][CH:10]1[CH2:9][O:8][C:5]1[CH:6]=[CH:7][C:2]([C:15]([O:17][CH3:18])=[O:16])=[CH:3][C:4]=1[F:22])=[O:16])([CH3:21])([CH3:20])[CH3:19]. The yield is 0.620. (3) The catalyst is CN(C=O)C.C(#N)C.CCOC(C)=O.CCOCC.O. The yield is 0.410. The product is [ClH:32].[Cl:32][C:33]1[CH:38]=[CH:37][C:36]([C:39]2[N:44]=[C:43]([C:45]([NH:65][C:66]3([C:72]([OH:74])=[O:73])[CH2:71][CH2:70][CH2:69][CH2:68][CH2:67]3)=[O:47])[CH:42]=[CH:41][C:40]=2[C:48]2[C:49]([O:56][CH3:57])=[CH:50][CH:51]=[CH:52][C:53]=2[O:54][CH3:55])=[CH:35][C:34]=1[O:58][CH2:59][CH2:60][CH2:61][N:62]([CH3:64])[CH3:63]. The reactants are C(N(C(C)C)CC)(C)C.CN(C(ON1N=NC2C=CC=CC1=2)=[N+](C)C)C.[B-](F)(F)(F)F.[Cl:32][C:33]1[CH:38]=[CH:37][C:36]([C:39]2[N:44]=[C:43]([C:45]([OH:47])=O)[CH:42]=[CH:41][C:40]=2[C:48]2[C:53]([O:54][CH3:55])=[CH:52][CH:51]=[CH:50][C:49]=2[O:56][CH3:57])=[CH:35][C:34]=1[O:58][CH2:59][CH2:60][CH2:61][N:62]([CH3:64])[CH3:63].[NH2:65][C:66]1([C:72]([OH:74])=[O:73])[CH2:71][CH2:70][CH2:69][CH2:68][CH2:67]1.C/C(/O[Si](C)(C)C)=N\[Si](C)(C)C.Cl. (4) The reactants are COC[N:4]1[C:12]2[C:7](=[CH:8][CH:9]=[CH:10][C:11]=2[NH:13][S:14]([C:17]2[S:18][CH:19]=[CH:20][CH:21]=2)(=[O:16])=[O:15])[CH:6]=[C:5]1[C:22]([NH2:24])=[O:23].I[CH:26]([CH3:28])[CH3:27].C(=O)([O-])[O-].[K+].[K+].O.O.C(O)(=O)C(O)=O. The catalyst is C(OCC)(=O)C.[Cl-].[Na+].O.O.CO.CN(C)C(=O)C. The product is [CH:26]([N:13]([S:14]([C:17]1[S:18][CH:19]=[CH:20][CH:21]=1)(=[O:15])=[O:16])[C:11]1[CH:10]=[CH:9][CH:8]=[C:7]2[C:12]=1[NH:4][C:5]([C:22]([NH2:24])=[O:23])=[CH:6]2)([CH3:28])[CH3:27]. The yield is 0.340. (5) The reactants are [CH2:1]([C:4]1[CH:15]=[CH:14][C:7]([O:8][CH2:9]C(OC)=O)=[C:6]([O:16][CH2:17][C:18]([O:20]CC)=O)[CH:5]=1)[CH:2]=[CH2:3].[H-].[Na+].Cl. The catalyst is O1CCCC1. The product is [CH2:1]([C:4]1[CH:15]=[CH:14][C:7]2[O:8][CH2:9][C:18](=[O:20])[CH2:17][O:16][C:6]=2[CH:5]=1)[CH:2]=[CH2:3]. The yield is 0.420. (6) The reactants are C1(P(C2C=CC=CC=2)C2C=CC=CC=2)C=CC=CC=1.[C-:20]#[N:21].[Na+].[NH2:23][C:24]1[CH:29]=[CH:28][C:27](Br)=[CH:26][N:25]=1. The catalyst is C(#N)C.C(OCC)(=O)C.[Ni](Br)Br.[Zn]. The product is [NH2:23][C:24]1[CH:29]=[CH:28][C:27]([C:20]#[N:21])=[CH:26][N:25]=1. The yield is 0.420.